From a dataset of NCI-60 drug combinations with 297,098 pairs across 59 cell lines. Regression. Given two drug SMILES strings and cell line genomic features, predict the synergy score measuring deviation from expected non-interaction effect. (1) Drug 1: CC1C(C(CC(O1)OC2CC(CC3=C2C(=C4C(=C3O)C(=O)C5=C(C4=O)C(=CC=C5)OC)O)(C(=O)C)O)N)O.Cl. Drug 2: CN(C)C1=NC(=NC(=N1)N(C)C)N(C)C. Cell line: MOLT-4. Synergy scores: CSS=66.5, Synergy_ZIP=16.6, Synergy_Bliss=16.5, Synergy_Loewe=-43.4, Synergy_HSA=13.8. (2) Drug 1: C1=CC(=C2C(=C1NCCNCCO)C(=O)C3=C(C=CC(=C3C2=O)O)O)NCCNCCO. Drug 2: CN(CCCl)CCCl.Cl. Cell line: NCI-H460. Synergy scores: CSS=56.8, Synergy_ZIP=0.926, Synergy_Bliss=-0.326, Synergy_Loewe=-4.25, Synergy_HSA=1.27. (3) Drug 2: C1=CC(=CC=C1C#N)C(C2=CC=C(C=C2)C#N)N3C=NC=N3. Cell line: UACC-257. Drug 1: CN1CCC(CC1)COC2=C(C=C3C(=C2)N=CN=C3NC4=C(C=C(C=C4)Br)F)OC. Synergy scores: CSS=3.94, Synergy_ZIP=0.393, Synergy_Bliss=3.22, Synergy_Loewe=-0.126, Synergy_HSA=1.80. (4) Drug 1: CC1=C(C=C(C=C1)C(=O)NC2=CC(=CC(=C2)C(F)(F)F)N3C=C(N=C3)C)NC4=NC=CC(=N4)C5=CN=CC=C5. Drug 2: CC1C(C(CC(O1)OC2CC(CC3=C2C(=C4C(=C3O)C(=O)C5=C(C4=O)C(=CC=C5)OC)O)(C(=O)CO)O)N)O.Cl. Cell line: OVCAR-5. Synergy scores: CSS=19.2, Synergy_ZIP=-0.787, Synergy_Bliss=-0.0340, Synergy_Loewe=-12.1, Synergy_HSA=-2.45. (5) Drug 1: CC(C)NC(=O)C1=CC=C(C=C1)CNNC.Cl. Drug 2: COCCOC1=C(C=C2C(=C1)C(=NC=N2)NC3=CC=CC(=C3)C#C)OCCOC.Cl. Cell line: NCI-H460. Synergy scores: CSS=-2.38, Synergy_ZIP=0.141, Synergy_Bliss=-2.21, Synergy_Loewe=-4.33, Synergy_HSA=-3.36. (6) Drug 1: C1=CC(=CC=C1CCCC(=O)O)N(CCCl)CCCl. Drug 2: CN(CCCl)CCCl.Cl. Cell line: M14. Synergy scores: CSS=2.50, Synergy_ZIP=-6.03, Synergy_Bliss=-9.97, Synergy_Loewe=-13.4, Synergy_HSA=-12.7. (7) Drug 1: CC=C1C(=O)NC(C(=O)OC2CC(=O)NC(C(=O)NC(CSSCCC=C2)C(=O)N1)C(C)C)C(C)C. Drug 2: C(CC(=O)O)C(=O)CN.Cl. Cell line: HOP-62. Synergy scores: CSS=22.8, Synergy_ZIP=-6.66, Synergy_Bliss=-7.06, Synergy_Loewe=-10.7, Synergy_HSA=-4.17. (8) Drug 1: CC(C1=C(C=CC(=C1Cl)F)Cl)OC2=C(N=CC(=C2)C3=CN(N=C3)C4CCNCC4)N. Drug 2: CC1=CC=C(C=C1)C2=CC(=NN2C3=CC=C(C=C3)S(=O)(=O)N)C(F)(F)F. Cell line: HS 578T. Synergy scores: CSS=11.0, Synergy_ZIP=6.37, Synergy_Bliss=14.9, Synergy_Loewe=8.62, Synergy_HSA=9.10.